Dataset: Reaction yield outcomes from USPTO patents with 853,638 reactions. Task: Predict the reaction yield, written as a fraction of the theoretical maximum amount of product (1.0 means a 100% yield; for example, 0.34 means a 34% yield). (1) The reactants are [CH2:1]([O:3][C:4]([C:6]1[C:11](Br)=[C:10]([NH2:13])[N:9]=[C:8]([CH:14]2[CH2:16][CH2:15]2)[N:7]=1)=[O:5])[CH3:2].[CH3:17][Sn](C)(C)C. The catalyst is ClCCCl.Cl[Pd](Cl)([P](C1C=CC=CC=1)(C1C=CC=CC=1)C1C=CC=CC=1)[P](C1C=CC=CC=1)(C1C=CC=CC=1)C1C=CC=CC=1. The product is [CH2:1]([O:3][C:4]([C:6]1[C:11]([CH3:17])=[C:10]([NH2:13])[N:9]=[C:8]([CH:14]2[CH2:16][CH2:15]2)[N:7]=1)=[O:5])[CH3:2]. The yield is 0.500. (2) The reactants are C[O:2][C:3](=O)[C:4]1[CH:9]=[CH:8][CH:7]=[CH:6][C:5]=1[C:10]1[O:14][N:13]=[CH:12][CH:11]=1.[BH4-].[Li+]. The catalyst is C1COCC1. The product is [O:14]1[C:10]([C:5]2[CH:6]=[CH:7][CH:8]=[CH:9][C:4]=2[CH2:3][OH:2])=[CH:11][CH:12]=[N:13]1. The yield is 0.510. (3) The reactants are C(=O)=O.[CH3:4][C:5](C)=O.Br[C:9]1[CH:10]=[C:11]([CH:35]=[CH:36][CH:37]=1)[CH2:12][CH:13]1[C:19](=[O:20])[N:18]([CH3:21])[C:17]2[CH:22]=[CH:23][C:24]([Cl:26])=[CH:25][C:16]=2[C:15]([C:27]2[CH:32]=[CH:31][C:30]([O:33][CH3:34])=[CH:29][CH:28]=2)=[N:14]1.[Zn](CC)CC. The catalyst is C1COCC1.C1C=CC(P(C2C=CC=CC=2)[C-]2C=CC=C2)=CC=1.C1C=CC(P(C2C=CC=CC=2)[C-]2C=CC=C2)=CC=1.Cl[Pd]Cl.[Fe+2]. The product is [Cl:26][C:24]1[CH:23]=[CH:22][C:17]2[N:18]([CH3:21])[C:19](=[O:20])[CH:13]([CH2:12][C:11]3[CH:35]=[CH:36][CH:37]=[C:9]([CH2:4][CH3:5])[CH:10]=3)[N:14]=[C:15]([C:27]3[CH:32]=[CH:31][C:30]([O:33][CH3:34])=[CH:29][CH:28]=3)[C:16]=2[CH:25]=1. The yield is 0.880. (4) The reactants are Cl[C:2]1[CH:7]=[CH:6][N:5]=[C:4]2[CH:8]=[C:9]([I:11])[S:10][C:3]=12.[N+:12]([C:15]1[CH:20]=[CH:19][C:18]([OH:21])=[C:17]([F:22])[CH:16]=1)([O-:14])=[O:13].C([O-])([O-])=O.[K+].[K+]. The catalyst is O(C1C=CC=CC=1)C1C=CC=CC=1.C(Cl)Cl. The product is [F:22][C:17]1[CH:16]=[C:15]([N+:12]([O-:14])=[O:13])[CH:20]=[CH:19][C:18]=1[O:21][C:2]1[CH:7]=[CH:6][N:5]=[C:4]2[CH:8]=[C:9]([I:11])[S:10][C:3]=12. The yield is 0.740. (5) The yield is 0.335. The product is [CH3:16][N:15]([CH3:17])[CH:12]1[CH2:13][CH2:14][C:9]([C:4]2[CH:3]=[C:2]([NH2:31])[CH:7]=[C:6]([F:8])[CH:5]=2)=[CH:10][CH2:11]1. The reactants are Br[C:2]1[CH:3]=[C:4]([C:9]2[CH2:14][CH2:13][CH:12]([N:15]([CH3:17])[CH3:16])[CH2:11][CH:10]=2)[CH:5]=[C:6]([F:8])[CH:7]=1.C(=[NH:31])(C1C=CC=CC=1)C1C=CC=CC=1.C1C=CC(P(C2C(C3C(P(C4C=CC=CC=4)C4C=CC=CC=4)=CC=C4C=3C=CC=C4)=C3C(C=CC=C3)=CC=2)C2C=CC=CC=2)=CC=1.CC(C)([O-])C.[Na+].Cl. The catalyst is C1C=CC(/C=C/C(/C=C/C2C=CC=CC=2)=O)=CC=1.C1C=CC(/C=C/C(/C=C/C2C=CC=CC=2)=O)=CC=1.C1C=CC(/C=C/C(/C=C/C2C=CC=CC=2)=O)=CC=1.[Pd].[Pd].C1(C)C=CC=CC=1. (6) The reactants are [CH2:1]([O:8][C:9]1[CH:14]=[N:13][NH:12][C:11](=[O:15])[CH:10]=1)[C:2]1[CH:7]=[CH:6][CH:5]=[CH:4][CH:3]=1.Br[C:17]1[CH:25]=[C:24]2[C:20]([C:21]3[CH2:30][CH2:29][N:28]([C:31]([O:33][C:34]([CH3:37])([CH3:36])[CH3:35])=[O:32])[CH2:27][C:22]=3[N:23]2[CH3:26])=[CH:19][CH:18]=1. No catalyst specified. The product is [CH2:1]([O:8][C:9]1[CH:14]=[N:13][N:12]([C:17]2[CH:25]=[C:24]3[C:20]([C:21]4[CH2:30][CH2:29][N:28]([C:31]([O:33][C:34]([CH3:37])([CH3:36])[CH3:35])=[O:32])[CH2:27][C:22]=4[N:23]3[CH3:26])=[CH:19][CH:18]=2)[C:11](=[O:15])[CH:10]=1)[C:2]1[CH:7]=[CH:6][CH:5]=[CH:4][CH:3]=1. The yield is 0.280.